This data is from Forward reaction prediction with 1.9M reactions from USPTO patents (1976-2016). The task is: Predict the product of the given reaction. (1) Given the reactants [CH3:1][N:2]([CH2:4][C:5]1[C:13]2[O:12][N:11]=[C:10]([CH2:14][CH2:15][CH:16]3[CH2:21][CH2:20][N:19]([CH2:22][C:23]4[CH:28]=[CH:27][CH:26]=[CH:25][CH:24]=4)[CH2:18][CH2:17]3)[C:9]=2[CH:8]=[CH:7][C:6]=1[C:29]1[CH:34]=[CH:33][CH:32]=[CH:31][CH:30]=1)[CH3:3].[ClH:35], predict the reaction product. The product is: [ClH:35].[ClH:35].[CH3:1][N:2]([CH2:4][C:5]1[C:13]2[O:12][N:11]=[C:10]([CH2:14][CH2:15][CH:16]3[CH2:17][CH2:18][N:19]([CH2:22][C:23]4[CH:24]=[CH:25][CH:26]=[CH:27][CH:28]=4)[CH2:20][CH2:21]3)[C:9]=2[CH:8]=[CH:7][C:6]=1[C:29]1[CH:34]=[CH:33][CH:32]=[CH:31][CH:30]=1)[CH3:3]. (2) Given the reactants Br[C:2]1[CH:8]=[CH:7][C:5]([NH2:6])=[CH:4][C:3]=1[C:9]([F:12])([F:11])[F:10].F[C:14](OB([O-])[O-])=[C:15](F)F.[K+].[K+], predict the reaction product. The product is: [F:10][C:9]([F:12])([F:11])[C:3]1[CH:4]=[C:5]([CH:7]=[CH:8][C:2]=1[CH:14]=[CH2:15])[NH2:6]. (3) The product is: [OH:25][CH2:23][C:13]1[N:12]([CH:9]2[CH2:8][CH2:7][NH:6][CH2:11][CH2:10]2)[C:16]2[C:17]([CH3:21])=[CH:18][CH:19]=[CH:20][C:15]=2[N:14]=1. Given the reactants C(OC([N:6]1[CH2:11][CH2:10][CH:9]([N:12]2[C:16]3[C:17]([CH3:21])=[CH:18][CH:19]=[CH:20][C:15]=3[NH:14][C:13]2=O)[CH2:8][CH2:7]1)=O)C.[CH2:23]([O:25]C(N1CCC(C(C(OCC)=O)N)(C2C=CC=CC=2C)CC1)=O)C.C(O)(=O)CO.N, predict the reaction product. (4) Given the reactants [NH:1]1[CH:5]=[CH:4][CH:3]=[C:2]1[C:6]([N:8]1[CH2:13][CH2:12][N:11]([C:14]2[CH:25]=[CH:24][C:17]([C:18]([NH:20][C:21]([NH2:23])=[NH:22])=[O:19])=[CH:16][C:15]=2[C:26]([F:29])([F:28])[F:27])[CH2:10][CH2:9]1)=[O:7].[ClH:30], predict the reaction product. The product is: [OH2:7].[ClH:30].[NH:1]1[CH:5]=[CH:4][CH:3]=[C:2]1[C:6]([N:8]1[CH2:9][CH2:10][N:11]([C:14]2[CH:25]=[CH:24][C:17]([C:18]([NH:20][C:21]([NH2:23])=[NH:22])=[O:19])=[CH:16][C:15]=2[C:26]([F:28])([F:29])[F:27])[CH2:12][CH2:13]1)=[O:7].